From a dataset of Reaction yield outcomes from USPTO patents with 853,638 reactions. Predict the reaction yield, written as a fraction of the theoretical maximum amount of product (1.0 means a 100% yield; for example, 0.34 means a 34% yield). (1) The product is [F:33][C:28]1[CH:29]=[CH:30][CH:31]=[CH:32][C:27]=1[C:24]1[N:23]=[C:22]([N:18]2[CH2:19][CH2:20][N:15]([C:13]([O:12][C:8]([CH3:11])([CH3:9])[CH3:10])=[O:14])[CH2:16][CH2:17]2)[S:26][N:25]=1. The yield is 0.656. The reactants are C(N(CC)CC)C.[C:8]([O:12][C:13]([N:15]1[CH2:20][CH2:19][NH:18][CH2:17][CH2:16]1)=[O:14])([CH3:11])([CH3:10])[CH3:9].Cl[C:22]1[S:26][N:25]=[C:24]([C:27]2[CH:32]=[CH:31][CH:30]=[CH:29][C:28]=2[F:33])[N:23]=1.O. The catalyst is CN(C)C=O. (2) The reactants are C([O:3][C:4](=O)[CH2:5][C:6]1[N:7]([CH3:12])[N:8]=[C:9]([CH3:11])[CH:10]=1)C.O.[NH2:15][NH2:16]. The catalyst is C(O)C. The product is [CH3:12][N:7]1[C:6]([CH2:5][C:4]([NH:15][NH2:16])=[O:3])=[CH:10][C:9]([CH3:11])=[N:8]1. The yield is 0.780. (3) The catalyst is CN(C=O)C. The reactants are [H-].[Na+].N#N.[Cl:5][C:6]1[CH:11]=[CH:10][C:9]([OH:12])=[CH:8][N:7]=1.Cl[CH2:14][O:15][CH3:16]. The product is [Cl:5][C:6]1[CH:11]=[CH:10][C:9]([O:12][CH2:14][O:15][CH3:16])=[CH:8][N:7]=1. The yield is 0.960. (4) The reactants are Cl[CH2:2][CH2:3][CH2:4][NH:5][C:6]([NH:8][C:9]1[CH:10]=[N:11][N:12]([CH2:14][C:15]2[C:16]([CH3:21])=[N:17][O:18][C:19]=2[CH3:20])[CH:13]=1)=[O:7].[H-].[Na+]. The catalyst is CN(C=O)C. The product is [CH3:21][C:16]1[C:15]([CH2:14][N:12]2[CH:13]=[C:9]([N:8]3[CH2:2][CH2:3][CH2:4][NH:5][C:6]3=[O:7])[CH:10]=[N:11]2)=[C:19]([CH3:20])[O:18][N:17]=1. The yield is 0.480. (5) The reactants are C[O:2][C:3](=[O:17])[CH2:4][C@:5]1([CH2:11][NH:12]C(OC)=O)[CH2:9][CH2:8][C@@H:7]([CH3:10])[CH2:6]1.[ClH:18]. The catalyst is O1CCOCC1.O. The product is [ClH:18].[NH2:12][CH2:11][C@@:5]1([CH2:4][C:3]([OH:17])=[O:2])[CH2:9][CH2:8][C@@H:7]([CH3:10])[CH2:6]1. The yield is 0.530. (6) The reactants are [F:1][C:2]([F:45])([F:44])[C:3]1[CH:4]=[C:5]([C:13]([CH3:43])([CH3:42])[C:14]([N:16]([CH3:41])[C:17]2[C:18]([C:33]3[CH:38]=[CH:37][C:36]([F:39])=[CH:35][C:34]=3[CH3:40])=[CH:19][C:20]([C@@H:23]3[NH:27][C@:26]([CH3:32])([C:28](OC)=[O:29])[CH2:25][CH2:24]3)=[N:21][CH:22]=2)=[O:15])[CH:6]=[C:7]([C:9]([F:12])([F:11])[F:10])[CH:8]=1.CO.[NH3:48]. No catalyst specified. The product is [F:11][C:9]([F:12])([F:10])[C:7]1[CH:6]=[C:5]([C:13]([CH3:43])([CH3:42])[C:14]([N:16]([CH3:41])[C:17]2[C:18]([C:33]3[CH:38]=[CH:37][C:36]([F:39])=[CH:35][C:34]=3[CH3:40])=[CH:19][C:20]([C@@H:23]3[NH:27][C@:26]([CH3:32])([C:28]([NH2:48])=[O:29])[CH2:25][CH2:24]3)=[N:21][CH:22]=2)=[O:15])[CH:4]=[C:3]([C:2]([F:44])([F:45])[F:1])[CH:8]=1. The yield is 0.683. (7) The reactants are [Cl:1][C:2]1[CH:7]=[CH:6][CH:5]=[CH:4][C:3]=1[C:8](=[O:10])[CH3:9].[Br:11]Br. The catalyst is C1C=CC=CC=1. The product is [Br:11][CH2:9][C:8]([C:3]1[CH:4]=[CH:5][CH:6]=[CH:7][C:2]=1[Cl:1])=[O:10]. The yield is 0.840. (8) The reactants are C[O:2][C:3](=[O:32])[CH2:4][CH2:5][CH2:6][N:7]1[CH2:11][CH2:10][CH2:9][C@H:8]1[CH2:12][O:13][C:14]1[CH:19]=[CH:18][C:17]([CH2:20][C:21]2[CH:26]=[CH:25][C:24]([C:27]3[CH:31]=[CH:30][S:29][CH:28]=3)=[CH:23][CH:22]=2)=[CH:16][CH:15]=1.[OH-].[Na+:34]. The catalyst is CO. The product is [Na+:34].[S:29]1[CH:30]=[CH:31][C:27]([C:24]2[CH:23]=[CH:22][C:21]([CH2:20][C:17]3[CH:18]=[CH:19][C:14]([O:13][CH2:12][C@@H:8]4[CH2:9][CH2:10][CH2:11][N:7]4[CH2:6][CH2:5][CH2:4][C:3]([O-:32])=[O:2])=[CH:15][CH:16]=3)=[CH:26][CH:25]=2)=[CH:28]1. The yield is 0.680.